The task is: Predict the reaction yield, written as a fraction of the theoretical maximum amount of product (1.0 means a 100% yield; for example, 0.34 means a 34% yield).. This data is from Reaction yield outcomes from USPTO patents with 853,638 reactions. The reactants are Cl[C:2]1[N:10]=[C:9]2[C:5]([N:6]=[CH:7][N:8]2[CH:11]([CH3:13])[CH3:12])=[C:4]([NH:14][CH2:15][C:16]2[CH:21]=[CH:20][C:19]([O:22][CH3:23])=[CH:18][CH:17]=2)[N:3]=1.[CH3:24][O:25][C:26]1[CH:31]=[C:30]([O:32][CH3:33])[CH:29]=[CH:28][C:27]=1B(O)O.C([O-])([O-])=O.[Cs+].[Cs+]. The catalyst is C1C=CC(/C=C/C(/C=C/C2C=CC=CC=2)=O)=CC=1.C1C=CC(/C=C/C(/C=C/C2C=CC=CC=2)=O)=CC=1.C1C=CC(/C=C/C(/C=C/C2C=CC=CC=2)=O)=CC=1.[Pd].[Pd]. The product is [CH3:24][O:25][C:26]1[CH:31]=[C:30]([O:32][CH3:33])[CH:29]=[CH:28][C:27]=1[C:2]1[N:10]=[C:9]2[C:5]([N:6]=[CH:7][N:8]2[CH:11]([CH3:13])[CH3:12])=[C:4]([NH:14][CH2:15][C:16]2[CH:21]=[CH:20][C:19]([O:22][CH3:23])=[CH:18][CH:17]=2)[N:3]=1. The yield is 0.960.